This data is from Reaction yield outcomes from USPTO patents with 853,638 reactions. The task is: Predict the reaction yield, written as a fraction of the theoretical maximum amount of product (1.0 means a 100% yield; for example, 0.34 means a 34% yield). The reactants are [CH3:1][C:2]1[N:10]([CH:11]([C:13](=[O:15])[CH3:14])[CH3:12])[C:5]2=[N:6][CH:7]=[CH:8][CH:9]=[C:4]2[C:3]=1[C:16]([O:18][C:19]([CH3:22])([CH3:21])[CH3:20])=[O:17].[CH3:23][Mg+].[Br-].O. The catalyst is C1COCC1. The yield is 0.490. The product is [OH:15][C:13]([CH3:23])([CH3:14])[CH:11]([N:10]1[C:5]2=[N:6][CH:7]=[CH:8][CH:9]=[C:4]2[C:3]([C:16]([O:18][C:19]([CH3:21])([CH3:20])[CH3:22])=[O:17])=[C:2]1[CH3:1])[CH3:12].